From a dataset of Full USPTO retrosynthesis dataset with 1.9M reactions from patents (1976-2016). Predict the reactants needed to synthesize the given product. (1) Given the product [NH:1]1[C:11](=[O:12])[CH2:10][O:8][C:3]2[CH:4]=[N:5][CH:6]=[CH:7][C:2]1=2, predict the reactants needed to synthesize it. The reactants are: [NH2:1][C:2]1[CH:7]=[CH:6][N:5]=[CH:4][C:3]=1[OH:8].Cl[CH2:10][C:11](Cl)=[O:12].C(=O)([O-])[O-].[K+].[K+].O. (2) Given the product [Br:15][C:6]1[CH:5]=[C:4]([O:3][CH2:1][CH3:2])[C:12]2[O:11][C:10]([CH3:13])([CH3:14])[CH2:9][C:8]=2[CH:7]=1, predict the reactants needed to synthesize it. The reactants are: [CH2:1]([O:3][C:4]1[C:12]2[O:11][C:10]([CH3:14])([CH3:13])[CH2:9][C:8]=2[CH:7]=[CH:6][CH:5]=1)[CH3:2].[Br:15]Br.S([O-])([O-])(=O)=S.[Na+].[Na+].